Dataset: Forward reaction prediction with 1.9M reactions from USPTO patents (1976-2016). Task: Predict the product of the given reaction. (1) Given the reactants [CH3:1][C:2]([C:7]1[C:12]2[N:13]([S:26]([C:29]3[CH:34]=[CH:33][C:32]([O:35][C:36]([F:39])([F:38])[F:37])=[CH:31][CH:30]=3)(=[O:28])=[O:27])[CH2:14][C:15]3[CH:21]=[CH:20][C:19]([C:22]([F:25])([F:24])[F:23])=[N:18][C:16]=3[NH:17][C:11]=2[CH:10]=[CH:9][CH:8]=1)([CH3:6])[C:3](O)=[O:4].C[N:41](C(ON1N=NC2C=CC=NC1=2)=[N+](C)C)C.F[P-](F)(F)(F)(F)F.CCN(C(C)C)C(C)C.N, predict the reaction product. The product is: [CH3:1][C:2]([C:7]1[C:12]2[N:13]([S:26]([C:29]3[CH:34]=[CH:33][C:32]([O:35][C:36]([F:37])([F:38])[F:39])=[CH:31][CH:30]=3)(=[O:27])=[O:28])[CH2:14][C:15]3[CH:21]=[CH:20][C:19]([C:22]([F:24])([F:25])[F:23])=[N:18][C:16]=3[NH:17][C:11]=2[CH:10]=[CH:9][CH:8]=1)([CH3:6])[C:3]([NH2:41])=[O:4]. (2) Given the reactants [Cl:1][C:2]1[C:3]([C:47](=[O:57])[N:48]([CH2:53][CH2:54][CH2:55][CH3:56])[CH2:49][CH2:50][CH2:51][CH3:52])=[N:4][N:5]([C:8]2[CH:34]=[CH:33][C:11]([C:12]([NH:14][S:15]([C:18]3[CH:27]=[C:26]4[C:21]([CH:22]=[CH:23][C:24]([C:28]([O:30]CC)=[O:29])=[CH:25]4)=[CH:20][CH:19]=3)(=[O:17])=[O:16])=[O:13])=[CH:10][C:9]=2[C:35]([N:37]2[CH2:46][CH2:45][C:44]3[C:39](=[CH:40][CH:41]=[CH:42][CH:43]=3)[CH2:38]2)=[O:36])[C:6]=1[CH3:7].[Li+].[OH-], predict the reaction product. The product is: [Cl:1][C:2]1[C:3]([C:47](=[O:57])[N:48]([CH2:53][CH2:54][CH2:55][CH3:56])[CH2:49][CH2:50][CH2:51][CH3:52])=[N:4][N:5]([C:8]2[CH:34]=[CH:33][C:11]([C:12]([NH:14][S:15]([C:18]3[CH:27]=[C:26]4[C:21]([CH:22]=[CH:23][C:24]([C:28]([OH:30])=[O:29])=[CH:25]4)=[CH:20][CH:19]=3)(=[O:17])=[O:16])=[O:13])=[CH:10][C:9]=2[C:35]([N:37]2[CH2:46][CH2:45][C:44]3[C:39](=[CH:40][CH:41]=[CH:42][CH:43]=3)[CH2:38]2)=[O:36])[C:6]=1[CH3:7].